Dataset: NCI-60 drug combinations with 297,098 pairs across 59 cell lines. Task: Regression. Given two drug SMILES strings and cell line genomic features, predict the synergy score measuring deviation from expected non-interaction effect. (1) Drug 1: C1CCC(CC1)NC(=O)N(CCCl)N=O. Drug 2: CCN(CC)CCNC(=O)C1=C(NC(=C1C)C=C2C3=C(C=CC(=C3)F)NC2=O)C. Cell line: NCI-H322M. Synergy scores: CSS=2.04, Synergy_ZIP=-0.298, Synergy_Bliss=-0.103, Synergy_Loewe=-2.31, Synergy_HSA=-2.08. (2) Synergy scores: CSS=15.5, Synergy_ZIP=-1.87, Synergy_Bliss=0.362, Synergy_Loewe=-0.143, Synergy_HSA=0.0222. Cell line: NCI/ADR-RES. Drug 1: C1=CC(=CC=C1CCC2=CNC3=C2C(=O)NC(=N3)N)C(=O)NC(CCC(=O)O)C(=O)O. Drug 2: B(C(CC(C)C)NC(=O)C(CC1=CC=CC=C1)NC(=O)C2=NC=CN=C2)(O)O. (3) Drug 2: CC1C(C(CC(O1)OC2CC(CC3=C2C(=C4C(=C3O)C(=O)C5=C(C4=O)C(=CC=C5)OC)O)(C(=O)CO)O)N)O.Cl. Synergy scores: CSS=53.3, Synergy_ZIP=-0.940, Synergy_Bliss=0.891, Synergy_Loewe=-3.82, Synergy_HSA=1.79. Drug 1: CCCCC(=O)OCC(=O)C1(CC(C2=C(C1)C(=C3C(=C2O)C(=O)C4=C(C3=O)C=CC=C4OC)O)OC5CC(C(C(O5)C)O)NC(=O)C(F)(F)F)O. Cell line: UACC62. (4) Drug 1: C(=O)(N)NO. Drug 2: C1CCC(C(C1)N)N.C(=O)(C(=O)[O-])[O-].[Pt+4]. Cell line: HCT-15. Synergy scores: CSS=42.9, Synergy_ZIP=-3.16, Synergy_Bliss=-4.15, Synergy_Loewe=-21.3, Synergy_HSA=-2.47. (5) Drug 1: CNC(=O)C1=CC=CC=C1SC2=CC3=C(C=C2)C(=NN3)C=CC4=CC=CC=N4. Drug 2: C1=NC(=NC(=O)N1C2C(C(C(O2)CO)O)O)N. Cell line: SF-268. Synergy scores: CSS=0.922, Synergy_ZIP=-0.799, Synergy_Bliss=3.35, Synergy_Loewe=-0.170, Synergy_HSA=0.0992. (6) Drug 1: CN1CCC(CC1)COC2=C(C=C3C(=C2)N=CN=C3NC4=C(C=C(C=C4)Br)F)OC. Drug 2: CCC1=CC2CC(C3=C(CN(C2)C1)C4=CC=CC=C4N3)(C5=C(C=C6C(=C5)C78CCN9C7C(C=CC9)(C(C(C8N6C)(C(=O)OC)O)OC(=O)C)CC)OC)C(=O)OC.C(C(C(=O)O)O)(C(=O)O)O. Cell line: CAKI-1. Synergy scores: CSS=54.1, Synergy_ZIP=2.43, Synergy_Bliss=1.92, Synergy_Loewe=4.88, Synergy_HSA=7.71. (7) Drug 1: CCCS(=O)(=O)NC1=C(C(=C(C=C1)F)C(=O)C2=CNC3=C2C=C(C=N3)C4=CC=C(C=C4)Cl)F. Drug 2: COC1=C(C=C2C(=C1)N=CN=C2NC3=CC(=C(C=C3)F)Cl)OCCCN4CCOCC4. Cell line: LOX IMVI. Synergy scores: CSS=47.4, Synergy_ZIP=8.86, Synergy_Bliss=9.60, Synergy_Loewe=2.60, Synergy_HSA=13.1. (8) Drug 1: C(=O)(N)NO. Drug 2: CS(=O)(=O)OCCCCOS(=O)(=O)C. Cell line: NCI-H226. Synergy scores: CSS=-2.99, Synergy_ZIP=-0.311, Synergy_Bliss=-3.76, Synergy_Loewe=-10.6, Synergy_HSA=-6.55. (9) Drug 1: CS(=O)(=O)C1=CC(=C(C=C1)C(=O)NC2=CC(=C(C=C2)Cl)C3=CC=CC=N3)Cl. Drug 2: CC1=C(C(=O)C2=C(C1=O)N3CC4C(C3(C2COC(=O)N)OC)N4)N. Cell line: MOLT-4. Synergy scores: CSS=37.7, Synergy_ZIP=-5.27, Synergy_Bliss=-8.19, Synergy_Loewe=-27.3, Synergy_HSA=-8.17. (10) Synergy scores: CSS=39.3, Synergy_ZIP=-4.79, Synergy_Bliss=-0.324, Synergy_Loewe=0.726, Synergy_HSA=2.79. Drug 2: C1C(C(OC1N2C=NC(=NC2=O)N)CO)O. Cell line: HL-60(TB). Drug 1: CC1=C(C(CCC1)(C)C)C=CC(=CC=CC(=CC(=O)O)C)C.